From a dataset of Forward reaction prediction with 1.9M reactions from USPTO patents (1976-2016). Predict the product of the given reaction. (1) Given the reactants [C:1]([O:5][C:6]([N:8]1[CH2:12][CH2:11][CH:10]([O:13][C:14]2[CH:35]=[CH:34][C:17]([O:18][CH2:19][C:20]3[N:24]([CH2:25][CH2:26][OH:27])[C:23]4[CH:28]=[CH:29][C:30]([C:32]#[N:33])=[CH:31][C:22]=4[N:21]=3)=[CH:16][CH:15]=2)[CH2:9]1)=[O:7])([CH3:4])([CH3:3])[CH3:2].[H-].[Na+].CI.[C:40](O)(=O)CC(CC(O)=O)(C(O)=O)O, predict the reaction product. The product is: [C:1]([O:5][C:6]([N:8]1[CH2:12][CH2:11][CH:10]([O:13][C:14]2[CH:35]=[CH:34][C:17]([O:18][CH2:19][C:20]3[N:24]([CH2:25][CH2:26][O:27][CH3:40])[C:23]4[CH:28]=[CH:29][C:30]([C:32]#[N:33])=[CH:31][C:22]=4[N:21]=3)=[CH:16][CH:15]=2)[CH2:9]1)=[O:7])([CH3:4])([CH3:2])[CH3:3]. (2) Given the reactants C([Li])CCC.C(NC(C)C)(C)C.[Br:13][C:14]1[CH:19]=[CH:18][C:17]([F:20])=[CH:16][N:15]=1.CN([CH:24]=[O:25])C.Cl.O1CCOCC1, predict the reaction product. The product is: [Br:13][C:14]1[CH:19]=[C:18]([C:17]([F:20])=[CH:16][N:15]=1)[CH:24]=[O:25]. (3) Given the reactants Cl.[CH3:2][O:3][C:4](=[O:15])[C@H:5]([NH2:14])[CH2:6][C:7]1[CH:12]=[CH:11][CH:10]=[CH:9][C:8]=1[F:13].C(N(CC)CC)C.[CH2:23]([O:30][C:31](ON1C(=O)CCC1=O)=[O:32])[C:24]1[CH:29]=[CH:28][CH:27]=[CH:26][CH:25]=1.O, predict the reaction product. The product is: [CH3:2][O:3][C:4](=[O:15])[C@H:5]([NH:14][C:31]([O:30][CH2:23][C:24]1[CH:29]=[CH:28][CH:27]=[CH:26][CH:25]=1)=[O:32])[CH2:6][C:7]1[CH:12]=[CH:11][CH:10]=[CH:9][C:8]=1[F:13]. (4) Given the reactants Br[C:2]1[C:3]([N:22]([CH2:26][CH3:27])[CH2:23][CH2:24][OH:25])=[N:4][CH:5]=[C:6]([CH:21]=1)[C:7]([NH:9][C:10]1[CH:15]=[CH:14][C:13]([O:16][C:17]([F:20])([F:19])[F:18])=[CH:12][CH:11]=1)=[O:8].[F:28][C:29]1[CH:30]=[C:31](B(O)O)[CH:32]=[N:33][CH:34]=1, predict the reaction product. The product is: [CH2:26]([N:22]([CH2:23][CH2:24][OH:25])[C:3]1[C:2]([C:31]2[CH:32]=[N:33][CH:34]=[C:29]([F:28])[CH:30]=2)=[CH:21][C:6]([C:7]([NH:9][C:10]2[CH:15]=[CH:14][C:13]([O:16][C:17]([F:20])([F:19])[F:18])=[CH:12][CH:11]=2)=[O:8])=[CH:5][N:4]=1)[CH3:27]. (5) Given the reactants [CH3:1][O:2][C:3]1[CH:8]=[CH:7][C:6]([NH:9][S:10]([C:13]2[CH:21]=[CH:20][C:16]([C:17](O)=[O:18])=[CH:15][CH:14]=2)(=[O:12])=[O:11])=[CH:5][CH:4]=1.[N:22]1[CH:27]=[CH:26][CH:25]=[CH:24][C:23]=1[C:28]1[N:29]=[C:30]([NH2:33])[S:31][CH:32]=1, predict the reaction product. The product is: [CH3:1][O:2][C:3]1[CH:8]=[CH:7][C:6]([NH:9][S:10]([C:13]2[CH:21]=[CH:20][C:16]([C:17]([NH:33][C:30]3[S:31][CH:32]=[C:28]([C:23]4[CH:24]=[CH:25][CH:26]=[CH:27][N:22]=4)[N:29]=3)=[O:18])=[CH:15][CH:14]=2)(=[O:11])=[O:12])=[CH:5][CH:4]=1.